From a dataset of Forward reaction prediction with 1.9M reactions from USPTO patents (1976-2016). Predict the product of the given reaction. (1) Given the reactants [Cl:1][C:2]1[CH:30]=[CH:29][C:5]([O:6][C:7]2[CH:12]=[CH:11][C:10]([N:13]3[CH:17]([C:18]4[CH:23]=[CH:22][CH:21]=[C:20]([C:24]([F:27])([F:26])[F:25])[CH:19]=4)[CH2:16][NH:15][C:14]3=[O:28])=[CH:9][CH:8]=2)=[CH:4][CH:3]=1.I[C:32]1[CH:37]=[CH:36][C:35]([O:38][CH3:39])=[CH:34][CH:33]=1.[O-]P([O-])([O-])=O.[K+].[K+].[K+], predict the reaction product. The product is: [Cl:1][C:2]1[CH:3]=[CH:4][C:5]([O:6][C:7]2[CH:8]=[CH:9][C:10]([N:13]3[CH:17]([C:18]4[CH:23]=[CH:22][CH:21]=[C:20]([C:24]([F:26])([F:25])[F:27])[CH:19]=4)[CH2:16][N:15]([C:32]4[CH:37]=[CH:36][C:35]([O:38][CH3:39])=[CH:34][CH:33]=4)[C:14]3=[O:28])=[CH:11][CH:12]=2)=[CH:29][CH:30]=1. (2) Given the reactants [Br:1][C:2]1[CH:7]=[CH:6][C:5]([S:8]([CH:11]2[CH2:16][CH2:15][NH:14][CH2:13][CH2:12]2)(=[O:10])=[O:9])=[CH:4][CH:3]=1.Br[CH2:18][C:19]([C:21]1[CH:26]=[CH:25][C:24]([F:27])=[CH:23][CH:22]=1)=[O:20].C(=O)([O-])[O-].[K+].[K+], predict the reaction product. The product is: [Br:1][C:2]1[CH:3]=[CH:4][C:5]([S:8]([CH:11]2[CH2:16][CH2:15][N:14]([CH2:18][C:19]([C:21]3[CH:26]=[CH:25][C:24]([F:27])=[CH:23][CH:22]=3)=[O:20])[CH2:13][CH2:12]2)(=[O:9])=[O:10])=[CH:6][CH:7]=1. (3) Given the reactants [Cl:1][C:2]1[CH:9]=[C:8]([N:10]([CH2:25][CH3:26])[CH:11]2[CH2:16][CH2:15][CH:14]=[C:13]([C:17]3[CH:18]=[N:19][CH:20]=[C:21]([O:23][CH3:24])[CH:22]=3)[CH2:12]2)[CH:7]=[CH:6][C:3]=1[C:4]#[N:5], predict the reaction product. The product is: [Cl:1][C:2]1[CH:9]=[C:8]([N:10]([CH2:25][CH3:26])[CH:11]2[CH2:16][CH2:15][CH2:14][CH:13]([C:17]3[CH:18]=[N:19][CH:20]=[C:21]([O:23][CH3:24])[CH:22]=3)[CH2:12]2)[CH:7]=[CH:6][C:3]=1[C:4]#[N:5].